Dataset: Full USPTO retrosynthesis dataset with 1.9M reactions from patents (1976-2016). Task: Predict the reactants needed to synthesize the given product. (1) Given the product [CH3:1][N:2]1[CH:7]=[C:6]([C:8]2[CH:9]=[C:10]([CH:14]=[CH:15][C:16]=2[O:17][C:18]2[CH:23]=[CH:22][CH:21]=[CH:20][CH:19]=2)[C:11]([Cl:31])=[O:12])[C:5]2[CH:24]=[CH:25][NH:26][C:4]=2[C:3]1=[O:27], predict the reactants needed to synthesize it. The reactants are: [CH3:1][N:2]1[CH:7]=[C:6]([C:8]2[CH:9]=[C:10]([CH:14]=[CH:15][C:16]=2[O:17][C:18]2[CH:23]=[CH:22][CH:21]=[CH:20][CH:19]=2)[C:11](O)=[O:12])[C:5]2[CH:24]=[CH:25][NH:26][C:4]=2[C:3]1=[O:27].C(Cl)(=O)C([Cl:31])=O.CN(C)C=O. (2) Given the product [NH2:1][C:2]1[N:3]=[C:4]([NH:13][C@@H:14]2[CH2:18][C@H:17]([CH2:19][OH:20])[CH:16]=[CH:15]2)[C:5]([NH:9][CH:10]=[O:11])=[C:6]([Cl:8])[N:7]=1, predict the reactants needed to synthesize it. The reactants are: [NH2:1][C:2]1[N:7]=[C:6]([Cl:8])[C:5]([NH:9][CH:10]=[O:11])=[C:4](Cl)[N:3]=1.[NH2:13][C@@H:14]1[CH2:18][C@H:17]([CH2:19][OH:20])[CH:16]=[CH:15]1.C(N(CC)CC)C.